This data is from Catalyst prediction with 721,799 reactions and 888 catalyst types from USPTO. The task is: Predict which catalyst facilitates the given reaction. (1) Reactant: [C:1]([NH2:5])([CH3:4])([CH3:3])[CH3:2].C(N(CC)CC)C.[Br:13][C:14]1[CH:15]=[C:16]([S:20](Cl)(=[O:22])=[O:21])[CH:17]=[CH:18][CH:19]=1. Product: [C:1]([NH:5][S:20]([C:16]1[CH:17]=[CH:18][CH:19]=[C:14]([Br:13])[CH:15]=1)(=[O:22])=[O:21])([CH3:4])([CH3:3])[CH3:2]. The catalyst class is: 4. (2) Reactant: [F:1][C:2]1[CH:7]=[CH:6][C:5]([C:8]2[N:9]=[C:10]([CH3:16])[S:11][C:12]=2[C:13]([NH2:15])=O)=[CH:4][CH:3]=1.COC1C=CC(P2(SP(C3C=CC(OC)=CC=3)(=S)S2)=[S:26])=CC=1. Product: [F:1][C:2]1[CH:7]=[CH:6][C:5]([C:8]2[N:9]=[C:10]([CH3:16])[S:11][C:12]=2[C:13](=[S:26])[NH2:15])=[CH:4][CH:3]=1. The catalyst class is: 57. (3) The catalyst class is: 27. Product: [OH:27][C:28]1([CH:2]2[CH2:3][CH2:4][CH2:5][CH2:6][N:1]2[C:7]([O:9][C:10]([CH3:13])([CH3:12])[CH3:11])=[O:8])[CH2:29][N:30]([C:32]([O:34][CH2:35][C:36]2[CH:41]=[CH:40][CH:39]=[CH:38][CH:37]=2)=[O:33])[CH2:31]1. Reactant: [N:1]1([C:7]([O:9][C:10]([CH3:13])([CH3:12])[CH3:11])=[O:8])[CH2:6][CH2:5][CH2:4][CH2:3][CH2:2]1.CN(C)CCN(C)C.CC(C)C[Li].[O:27]=[C:28]1[CH2:31][N:30]([C:32]([O:34][CH2:35][C:36]2[CH:41]=[CH:40][CH:39]=[CH:38][CH:37]=2)=[O:33])[CH2:29]1. (4) Reactant: [N:1]1[C:10]2[C:5](=[CH:6][CH:7]=[CH:8][CH:9]=2)[CH:4]=[CH:3][C:2]=1[C:11]([NH:13][C@@H:14]([CH2:30][CH2:31][CH2:32][NH:33][C:34]([O:36][CH2:37][C:38]1[CH:43]=[CH:42][CH:41]=[CH:40][CH:39]=1)=[O:35])[C:15]([NH:17][C:18]1[CH:23]=[CH:22][CH:21]=[CH:20][C:19]=1[CH2:24][CH2:25][C:26]([O:28]C)=[O:27])=[O:16])=[O:12].[OH-].[Na+:45]. Product: [N:1]1[C:10]2[C:5](=[CH:6][CH:7]=[CH:8][CH:9]=2)[CH:4]=[CH:3][C:2]=1[C:11]([NH:13][C@@H:14]([CH2:30][CH2:31][CH2:32][NH:33][C:34]([O:36][CH2:37][C:38]1[CH:39]=[CH:40][CH:41]=[CH:42][CH:43]=1)=[O:35])[C:15]([NH:17][C:18]1[CH:23]=[CH:22][CH:21]=[CH:20][C:19]=1[CH2:24][CH2:25][C:26]([O-:28])=[O:27])=[O:16])=[O:12].[Na+:45]. The catalyst class is: 14.